Predict the product of the given reaction. From a dataset of Forward reaction prediction with 1.9M reactions from USPTO patents (1976-2016). (1) Given the reactants Cl.O1CCOCC1.[CH3:8][N:9]([CH3:25])[C:10](=[S:24])[S:11][C:12]1[CH:17]=[CH:16][CH:15]=[C:14]([O:18][CH3:19])[C:13]=1[O:20]COC, predict the reaction product. The product is: [CH3:25][N:9]([CH3:8])[C:10](=[S:24])[S:11][C:12]1[CH:17]=[CH:16][CH:15]=[C:14]([O:18][CH3:19])[C:13]=1[OH:20]. (2) Given the reactants [F:1][C:2]1[CH:7]=[CH:6][C:5]([CH:8]2[CH2:17][C:16]3[C:11](=[CH:12][CH:13]=[CH:14][CH:15]=3)[N:10]([N:18]=O)[CH2:9]2)=[CH:4][CH:3]=1.[Cl-].[NH4+].O.[CH3:23][C:24]([CH3:26])=O, predict the reaction product. The product is: [F:1][C:2]1[CH:7]=[CH:6][C:5]([CH:8]2[CH2:17][C:16]3[C:11](=[CH:12][CH:13]=[CH:14][CH:15]=3)[N:10]([N:18]=[C:24]([CH3:26])[CH3:23])[CH2:9]2)=[CH:4][CH:3]=1. (3) Given the reactants Br[C:2]1[CH:3]=[C:4]([CH:8]=[C:9]([O:11][C:12]([F:15])([F:14])[F:13])[CH:10]=1)[C:5]([OH:7])=[O:6].[NH:16]1[CH:20]=[N:19][CH:18]=[N:17]1.CNCCNC.P([O-])([O-])([O-])=O.[K+].[K+].[K+], predict the reaction product. The product is: [N:16]1([C:2]2[CH:3]=[C:4]([CH:8]=[C:9]([O:11][C:12]([F:15])([F:14])[F:13])[CH:10]=2)[C:5]([OH:7])=[O:6])[CH:20]=[N:19][CH:18]=[N:17]1.